Dataset: Forward reaction prediction with 1.9M reactions from USPTO patents (1976-2016). Task: Predict the product of the given reaction. (1) Given the reactants [F:1][C:2]1[CH:27]=[CH:26][CH:25]=[C:24]([F:28])[C:3]=1[C:4]([NH:6][C:7]1[CH:11]=[CH:10][N:9]([CH2:12][C:13]2[CH:18]=[C:17](I)[CH:16]=[CH:15][C:14]=2[C:20]([F:23])([F:22])[F:21])[N:8]=1)=[O:5].[Br-].[CH:30]1([Zn+])[CH2:32][CH2:31]1, predict the reaction product. The product is: [CH:30]1([C:17]2[CH:16]=[CH:15][C:14]([C:20]([F:23])([F:22])[F:21])=[C:13]([CH2:12][N:9]3[CH:10]=[CH:11][C:7]([NH:6][C:4](=[O:5])[C:3]4[C:2]([F:1])=[CH:27][CH:26]=[CH:25][C:24]=4[F:28])=[N:8]3)[CH:18]=2)[CH2:32][CH2:31]1. (2) The product is: [CH3:13][C:10]1[CH:9]=[CH:8][C:7]2[N:6]([CH2:14][CH2:15][C:16]3[CH:17]=[N:18][C:19]([CH3:22])=[CH:20][CH:21]=3)[C:5]3[CH2:23][CH2:24][O:25][CH2:3][C:4]=3[C:12]=2[CH:11]=1. Given the reactants CN1[CH2:24][CH2:23][C:5]2[N:6]([CH2:14][CH2:15][C:16]3[CH:17]=[N:18][C:19]([CH3:22])=[CH:20][CH:21]=3)[C:7]3[CH:8]=[CH:9][C:10]([CH3:13])=[CH:11][C:12]=3[C:4]=2[CH2:3]1.[O:25]1CCC(=O)CC1.CN1CCC(=O)CC1, predict the reaction product. (3) Given the reactants [NH2:1][C:2]1[CH:7]=[CH:6][C:5]([CH3:8])=[CH:4][N:3]=1.N1C=CC=CC=1.[N+:15]([C:18]1[CH:26]=[CH:25][CH:24]=[CH:23][C:19]=1[C:20](Cl)=[O:21])([O-:17])=[O:16], predict the reaction product. The product is: [N+:15]([C:18]1[CH:26]=[CH:25][CH:24]=[CH:23][C:19]=1[C:20]([NH:1][C:2]1[CH:7]=[CH:6][C:5]([CH3:8])=[CH:4][N:3]=1)=[O:21])([O-:17])=[O:16]. (4) Given the reactants [Cl:1][C:2]1[C:11]2[CH:10]=[CH:9][CH:8]=[C:7]([S:12](Cl)(=[O:14])=[O:13])[C:6]=2[CH:5]=[CH:4][N:3]=1.[CH2:16]([C:23]1[CH:53]=[C:52]([Cl:54])[CH:51]=[CH:50][C:24]=1[O:25][CH2:26][CH2:27][CH2:28][N:29]([CH:33]([C:42]1[CH:47]=[CH:46][C:45]([O:48][CH3:49])=[CH:44][CH:43]=1)[C:34]1[CH:39]=[CH:38][C:37]([O:40][CH3:41])=[CH:36][CH:35]=1)[CH2:30][CH2:31][NH2:32])[C:17]1[CH:22]=[CH:21][CH:20]=[CH:19][CH:18]=1.CCN(CC)CC, predict the reaction product. The product is: [CH2:16]([C:23]1[CH:53]=[C:52]([Cl:54])[CH:51]=[CH:50][C:24]=1[O:25][CH2:26][CH2:27][CH2:28][N:29]([CH:33]([C:42]1[CH:43]=[CH:44][C:45]([O:48][CH3:49])=[CH:46][CH:47]=1)[C:34]1[CH:39]=[CH:38][C:37]([O:40][CH3:41])=[CH:36][CH:35]=1)[CH2:30][CH2:31][NH:32][S:12]([C:7]1[C:6]2[CH:5]=[CH:4][N:3]=[C:2]([Cl:1])[C:11]=2[CH:10]=[CH:9][CH:8]=1)(=[O:14])=[O:13])[C:17]1[CH:22]=[CH:21][CH:20]=[CH:19][CH:18]=1. (5) Given the reactants [NH2:1][CH2:2][CH2:3][O:4][C:5]1[CH:10]=[CH:9][C:8]([C@@H:11]([NH:16][S:17]([C:20]2[CH:25]=[CH:24][C:23]([O:26][CH2:27][C:28]#[C:29][CH3:30])=[CH:22][CH:21]=2)(=[O:19])=[O:18])[C:12]([O:14][CH3:15])=[O:13])=[CH:7][CH:6]=1.[C:31](OC(=O)C)(=[O:33])[CH3:32], predict the reaction product. The product is: [C:31]([NH:1][CH2:2][CH2:3][O:4][C:5]1[CH:10]=[CH:9][C:8]([C@@H:11]([NH:16][S:17]([C:20]2[CH:21]=[CH:22][C:23]([O:26][CH2:27][C:28]#[C:29][CH3:30])=[CH:24][CH:25]=2)(=[O:19])=[O:18])[C:12]([O:14][CH3:15])=[O:13])=[CH:7][CH:6]=1)(=[O:33])[CH3:32]. (6) The product is: [Cl:1][C:2]1[N:6]2[CH:7]=[C:8]([C:15]3[CH:16]=[N:17][NH:18][CH:19]=3)[CH:9]=[C:10]([C:11]([F:13])([F:12])[F:14])[C:5]2=[N:4][C:3]=1[C:20]([N:37]1[CH2:38][CH:39]=[C:35]([C:31]2[O:30][CH:34]=[CH:33][CH:32]=2)[CH2:36]1)=[O:22]. Given the reactants [Cl:1][C:2]1[N:6]2[CH:7]=[C:8]([C:15]3[CH:16]=[N:17][NH:18][CH:19]=3)[CH:9]=[C:10]([C:11]([F:14])([F:13])[F:12])[C:5]2=[N:4][C:3]=1[C:20]([OH:22])=O.OC(C(F)(F)F)=O.[O:30]1[CH:34]=[CH:33][CH:32]=[C:31]1[C:35]1[CH2:36][NH:37][CH2:38][CH:39]=1.CN(C(ON1N=NC2C=CC=NC1=2)=[N+](C)C)C.F[P-](F)(F)(F)(F)F.C(N(CC)C(C)C)(C)C, predict the reaction product. (7) Given the reactants [Cl:1][C:2]1[CH:7]=[C:6]([O:8][CH3:9])[CH:5]=[CH:4][C:3]=1[CH:10]([CH3:20])[C:11]([C:13]1[CH:18]=[CH:17][N:16]=[C:15]([Cl:19])[CH:14]=1)=[O:12].[F:21][C:22]([Si](C)(C)C)([F:24])[F:23].O.O.O.[F-].C[N+](C)(C)C.CCCCCCC, predict the reaction product. The product is: [Cl:1][C:2]1[CH:7]=[C:6]([O:8][CH3:9])[CH:5]=[CH:4][C:3]=1[CH:10]([CH3:20])[C:11]([C:13]1[CH:18]=[CH:17][N:16]=[C:15]([Cl:19])[CH:14]=1)([OH:12])[C:22]([F:24])([F:23])[F:21].